Dataset: Catalyst prediction with 721,799 reactions and 888 catalyst types from USPTO. Task: Predict which catalyst facilitates the given reaction. Reactant: [CH2:1]([O:3][C:4]1[CH:9]=[CH:8][CH:7]=[C:6]([OH:10])[C:5]=1[C:11](=[NH:13])[NH2:12])[CH3:2].[S:14](N1C=CN=C1)(N1C=CN=C1)(=[O:16])=[O:15]. Product: [NH2:13][C:11]1[C:5]2[C:4]([O:3][CH2:1][CH3:2])=[CH:9][CH:8]=[CH:7][C:6]=2[O:10][S:14](=[O:16])(=[O:15])[N:12]=1. The catalyst class is: 6.